Dataset: Experimentally validated miRNA-target interactions with 360,000+ pairs, plus equal number of negative samples. Task: Binary Classification. Given a miRNA mature sequence and a target amino acid sequence, predict their likelihood of interaction. The miRNA is mmu-miR-425-5p with sequence AAUGACACGAUCACUCCCGUUGA. The protein sequence of the target gene is MEASVILPILKKKLAFLSGGKDRRSGLILTIPLCLEQTSMDELSVTLDYLLSIPSEKCKARGFTVIVDGRKSQWNVVKTVVLMLQNVVPAEVSLVCVVKPDEFWDKKVTHFCFWKEKDRLGFEVILVSANKLTRYIEPCQLTEDFGGSLTYDHMDWLNKRLVFEKFTKESTSLLDELALINNGSDKGNEQEKERSVDLNFLPSVDPETVLQTGHELLSELQQRRFNGSDGGVSWSPMDDELLAQPQVMKLLDSLREQYTRYQEVCRQRSKRTQLEEIQQKVMQVVNWLEGPGSEQLRAQW.... Result: 1 (interaction).